Dataset: Catalyst prediction with 721,799 reactions and 888 catalyst types from USPTO. Task: Predict which catalyst facilitates the given reaction. (1) Reactant: Cl.[CH3:2][O:3][NH2:4].N1C=CC=CC=1.[C:11]([C:14]1[CH:39]=[CH:38][C:17]([CH2:18][NH:19][C:20]2[C:30]3[CH2:29][CH2:28][N:27]([C:31](=[O:36])[C:32]([F:35])([F:34])[F:33])[CH2:26][CH2:25][C:24]=3[CH:23]=[CH:22][C:21]=2[Cl:37])=[CH:16][CH:15]=1)(=O)[CH3:12]. Product: [Cl:37][C:21]1[CH:22]=[CH:23][C:24]2[CH2:25][CH2:26][N:27]([C:31](=[O:36])[C:32]([F:35])([F:33])[F:34])[CH2:28][CH2:29][C:30]=2[C:20]=1[NH:19][CH2:18][C:17]1[CH:16]=[CH:15][C:14]([C:11](=[N:4][O:3][CH3:2])[CH3:12])=[CH:39][CH:38]=1. The catalyst class is: 8. (2) Reactant: [CH3:1][C:2]([C:22]([O:24][CH3:25])=[O:23])([CH3:21])[NH:3][C:4]([C:6]1[CH:11]=[CH:10][C:9]([C:12]2[CH:17]=[CH:16][C:15]([N+:18]([O-])=O)=[CH:14][CH:13]=2)=[CH:8][CH:7]=1)=[O:5].Cl. Product: [NH2:18][C:15]1[CH:14]=[CH:13][C:12]([C:9]2[CH:10]=[CH:11][C:6]([C:4]([NH:3][C:2]([CH3:21])([C:22]([O:24][CH3:25])=[O:23])[CH3:1])=[O:5])=[CH:7][CH:8]=2)=[CH:17][CH:16]=1. The catalyst class is: 186. (3) Reactant: [CH3:1][N:2]1[C:7]([C:8]([F:11])([F:10])[F:9])=[CH:6][C:5](=[O:12])[N:4]([C:13]2[CH:14]=[CH:15][C:16]3[S:20][N:19]=[C:18]([C:21]([OH:23])=O)[C:17]=3[CH:24]=2)[C:3]1=[O:25].C(Cl)(=O)C(Cl)=O.[Cu](C#N)C#N.[CH2:37]([Li])[CH2:38][CH2:39][CH3:40]. Product: [CH3:1][N:2]1[C:7]([C:8]([F:11])([F:9])[F:10])=[CH:6][C:5](=[O:12])[N:4]([C:13]2[CH:14]=[CH:15][C:16]3[S:20][N:19]=[C:18]([C:21](=[O:23])[CH2:37][CH2:38][CH2:39][CH3:40])[C:17]=3[CH:24]=2)[C:3]1=[O:25]. The catalyst class is: 832. (4) Reactant: [CH3:1][CH2:2][CH:3]([CH:5]1[NH:27][C:25](=[O:26])[CH2:24][NH:23][C:21](=[O:22])[CH:20]2[NH:28][C:29]([CH:31]([CH:51]([CH:53]([OH:56])[CH2:54][OH:55])[CH3:52])[NH:32][C:33]([CH:35]3[N:39]([C:40]([CH:42]([CH2:46][C:47]([OH:49])=[O:48])[NH:43][C:44](=[O:45])[CH:13]([CH2:14][S:15]([C:17]4[NH:59][C:58]5[CH:60]=[C:61]([OH:64])[CH:62]=[CH:63][C:57]=5[C:18]=4[CH2:19]2)=[O:16])[NH:12][C:10](=[O:11])[CH2:9][NH:8][C:6]1=[O:7])=[O:41])[CH2:38][CH:37]([OH:50])[CH2:36]3)=[O:34])=[O:30])[CH3:4].C(OC([N-:72][CH2:73][CH2:74][CH2:75][CH2:76][CH2:77][CH2:78][NH-:79])=O)(C)(C)C. Product: [CH3:1][CH2:2][CH:3]([CH:5]1[NH:27][C:25](=[O:26])[CH2:24][NH:23][C:21](=[O:22])[CH:20]2[NH:28][C:29]([CH:31]([CH:51]([CH:53]([OH:56])[CH2:54][OH:55])[CH3:52])[NH:32][C:33]([CH:35]3[N:39]([C:40]([CH:42]([CH2:46][C:47]([OH:49])=[O:48])[NH:43][C:44](=[O:45])[CH:13]([CH2:14][S:15]([C:17]4[NH:59][C:58]5[CH:60]=[C:61]([OH:64])[CH:62]=[CH:63][C:57]=5[C:18]=4[CH2:19]2)=[O:16])[NH:12][C:10](=[O:11])[CH2:9][NH:8][C:6]1=[O:7])=[O:41])[CH2:38][CH:37]([OH:50])[CH2:36]3)=[O:34])=[O:30])[CH3:4].[NH-:72][CH2:73][CH2:74][CH2:75][CH2:76][CH2:77][CH2:78][NH-:79]. The catalyst class is: 55. (5) Reactant: O[CH:2]([C:16]1[CH:21]=[CH:20][CH:19]=[C:18]([N+:22]([O-:24])=[O:23])[CH:17]=1)[C:3]1[CH:15]=[CH:14][C:6]([C:7]([N:9]([CH2:12][CH3:13])[CH2:10][CH3:11])=[O:8])=[CH:5][CH:4]=1.S(Br)(Br)=O.[NH:29]1[CH2:34][CH2:33][NH:32][CH2:31][CH2:30]1. Product: [CH2:10]([N:9]([CH2:12][CH3:13])[C:7](=[O:8])[C:6]1[CH:14]=[CH:15][C:3]([CH:2]([C:16]2[CH:21]=[CH:20][CH:19]=[C:18]([N+:22]([O-:24])=[O:23])[CH:17]=2)[N:29]2[CH2:34][CH2:33][NH:32][CH2:31][CH2:30]2)=[CH:4][CH:5]=1)[CH3:11]. The catalyst class is: 2. (6) Reactant: [CH3:1][O:2][C:3]([NH:5][C@H:6]1[CH2:10][CH2:9][N:8](C(OCC2C=CC=CC=2)=O)[CH2:7]1)=[O:4]. Product: [NH:8]1[CH2:9][CH2:10][C@H:6]([NH:5][C:3](=[O:4])[O:2][CH3:1])[CH2:7]1. The catalyst class is: 19.